Dataset: Full USPTO retrosynthesis dataset with 1.9M reactions from patents (1976-2016). Task: Predict the reactants needed to synthesize the given product. (1) Given the product [CH2:1]1[C@H:6]2[C:7]3[N:13]([CH2:14][C@@H:2]1[CH2:3][N:4]([CH2:15][C:16]1[CH:21]=[CH:20][CH:19]=[CH:18][CH:17]=1)[CH2:5]2)[C:11](=[O:12])[CH:10]=[CH:9][CH:8]=3, predict the reactants needed to synthesize it. The reactants are: [CH2:1]1[C@H:6]2[C:7]3[N:13]([CH2:14][C@@H:2]1[CH2:3][NH:4][CH2:5]2)[C:11](=[O:12])[CH:10]=[CH:9][CH:8]=3.[CH:15](=O)[C:16]1[CH:21]=[CH:20][CH:19]=[CH:18][CH:17]=1.C(O[BH-](OC(=O)C)OC(=O)C)(=O)C.[Na+]. (2) Given the product [CH3:18][O:19][C:20]1[CH:21]=[C:22](/[C:23](=[CH:6]/[C:5]2[CH:8]=[CH:9][C:10]([OH:11])=[C:3]([O:2][CH3:1])[CH:4]=2)/[C:24]#[N:25])[CH:26]=[CH:27][C:28]=1[O:29][CH3:30], predict the reactants needed to synthesize it. The reactants are: [CH3:1][O:2][C:3]1[CH:4]=[C:5]([CH:8]=[CH:9][C:10]=1[O:11]COCCOC)[CH:6]=O.[CH3:18][O:19][C:20]1[CH:21]=[C:22]([CH:26]=[CH:27][C:28]=1[O:29][CH3:30])[CH2:23][C:24]#[N:25].